Dataset: Full USPTO retrosynthesis dataset with 1.9M reactions from patents (1976-2016). Task: Predict the reactants needed to synthesize the given product. (1) Given the product [C:24]([C:2]1[CH:10]=[CH:9][C:5]([C:6]([OH:8])=[O:7])=[C:4]([O:11][CH2:12][CH3:13])[CH:3]=1)#[N:25], predict the reactants needed to synthesize it. The reactants are: N[C:2]1[CH:10]=[CH:9][C:5]([C:6]([OH:8])=[O:7])=[C:4]([O:11][CH2:12][CH3:13])[CH:3]=1.N([O-])=O.[Na+].C(=O)([O-])[O-].[Na+].[Na+].[C-:24]#[N:25].[Na+].N([O-])=O.[C-]#N. (2) The reactants are: C(O)=O.[CH:4]1([CH2:10][CH2:11][CH2:12][NH:13][C:14]([N:16]2[CH2:21][CH2:20][CH:19]([NH:22][C:23]3[CH:38]=[CH:37][C:26]([CH2:27][CH2:28][NH:29]C(=O)OC(C)(C)C)=[CH:25][CH:24]=3)[CH2:18][CH2:17]2)=[O:15])[CH2:9][CH2:8][CH2:7][CH2:6][CH2:5]1.C([Si]([O:56][C:57]1[CH:62]=[CH:61][C:60]([O:63][CH2:64][CH:65]2[CH2:67][O:66]2)=[CH:59][CH:58]=1)(C1C=CC=CC=1)C1C=CC=CC=1)(C)(C)C. Given the product [CH:4]1([CH2:10][CH2:11][CH2:12][NH:13][C:14]([N:16]2[CH2:21][CH2:20][CH:19]([NH:22][C:23]3[CH:38]=[CH:37][C:26]([CH2:27][CH2:28][NH:29][CH2:67][C@H:65]([OH:66])[CH2:64][O:63][C:60]4[CH:61]=[CH:62][C:57]([OH:56])=[CH:58][CH:59]=4)=[CH:25][CH:24]=3)[CH2:18][CH2:17]2)=[O:15])[CH2:5][CH2:6][CH2:7][CH2:8][CH2:9]1, predict the reactants needed to synthesize it. (3) Given the product [F:1][C:2]1[CH:3]=[CH:4][C:5]([C:8]2([C:18]3[CH:19]=[CH:20][C:21]([F:24])=[CH:22][CH:23]=3)[CH2:12][CH2:11][N:10]([CH2:13][C:14]([NH:37][C:36]3[CH:38]=[CH:39][C:33]([C:32]([F:31])([F:40])[F:41])=[CH:34][CH:35]=3)=[O:15])[C:9]2=[O:17])=[CH:6][CH:7]=1, predict the reactants needed to synthesize it. The reactants are: [F:1][C:2]1[CH:7]=[CH:6][C:5]([C:8]2([C:18]3[CH:23]=[CH:22][C:21]([F:24])=[CH:20][CH:19]=3)[CH2:12][CH2:11][N:10]([CH2:13][C:14](O)=[O:15])[C:9]2=[O:17])=[CH:4][CH:3]=1.C(Cl)(=O)C(Cl)=O.[F:31][C:32]([F:41])([F:40])[C:33]1[CH:39]=[CH:38][C:36]([NH2:37])=[CH:35][CH:34]=1.CN1CCOCC1. (4) Given the product [CH2:4]([NH:6][C:7]([C:9]1[CH:14]=[CH:13][CH:12]=[C:11]([N:2]([CH3:3])[CH3:1])[N:10]=1)=[O:8])[CH3:5], predict the reactants needed to synthesize it. The reactants are: [CH3:1][NH:2][CH3:3].[CH2:4]([NH:6][C:7]([C:9]1[CH:14]=[CH:13][CH:12]=[C:11](Br)[N:10]=1)=[O:8])[CH3:5]. (5) Given the product [CH:49]1([O:48][C:46]([NH:45][C@@H:44]([CH2:43][CH2:42][CH2:41][CH2:40][CH2:39][CH2:38][CH2:37][NH:36][C:31]2[CH:32]=[CH:33][CH:34]=[CH:35][C:30]=2[S:27](=[O:29])(=[O:28])[NH:26][C:24]([C@@:19]2([NH:18][C:17]([C@@H:16]3[CH2:15][C@@:10]4([C:12]([CH3:13])([CH3:14])[CH2:11]4)[CH2:9][NH:8]3)=[O:57])[CH2:21][C@H:20]2[CH:22]=[CH2:23])=[O:25])[C:54]([OH:56])=[O:55])=[O:47])[CH2:53][CH2:52][CH2:51][CH2:50]1, predict the reactants needed to synthesize it. The reactants are: C(OC([N:8]1[C@H:16]([C:17](=[O:57])[NH:18][C@:19]2([C:24]([NH:26][S:27]([C:30]3[CH:35]=[CH:34][CH:33]=[CH:32][C:31]=3[NH:36][CH2:37][CH2:38][CH2:39][CH2:40][CH2:41][CH2:42][CH2:43][C@@H:44]([C:54]([OH:56])=[O:55])[NH:45][C:46]([O:48][CH:49]3[CH2:53][CH2:52][CH2:51][CH2:50]3)=[O:47])(=[O:29])=[O:28])=[O:25])[CH2:21][C@H:20]2[CH:22]=[CH2:23])[CH2:15][C@@:10]2([C:12]([CH3:14])([CH3:13])[CH2:11]2)[CH2:9]1)=O)(C)(C)C.C(O)(C(F)(F)F)=O. (6) The reactants are: Br[C:2]1SC=C2C=1NC(=O)N2.[Br:11][C:12]1[CH:13]=[CH:14][C:15]2[NH:16][C:17]3[C:22]([C:23]=2[CH:24]=1)=[CH:21][C:20]([Br:25])=[CH:19][CH:18]=3.[H-].[Na+].CI.[Cl-].[NH4+]. Given the product [Br:25][C:20]1[CH:19]=[CH:18][C:17]2[N:16]([CH3:2])[C:15]3[C:23]([C:22]=2[CH:21]=1)=[CH:24][C:12]([Br:11])=[CH:13][CH:14]=3, predict the reactants needed to synthesize it. (7) The reactants are: [F:1][C@H:2]1[CH2:6][N:5](C(OC(C)(C)C)=O)[C@H:4]([C:14](=[O:34])[NH:15][CH2:16][C:17]2[CH:22]=[C:21]([C:23]3[CH:28]=[CH:27][C:26]([C:29]([F:32])([F:31])[F:30])=[CH:25][N:24]=3)[CH:20]=[C:19]([F:33])[N:18]=2)[CH2:3]1.[ClH:35]. Given the product [ClH:35].[F:1][C@H:2]1[CH2:6][NH:5][C@H:4]([C:14]([NH:15][CH2:16][C:17]2[CH:22]=[C:21]([C:23]3[CH:28]=[CH:27][C:26]([C:29]([F:31])([F:30])[F:32])=[CH:25][N:24]=3)[CH:20]=[C:19]([F:33])[N:18]=2)=[O:34])[CH2:3]1, predict the reactants needed to synthesize it. (8) Given the product [Cl:19][C:20]1[CH:25]=[CH:24][C:23]([S:26]([NH:1][C:2]2[CH:7]=[C:6]([Cl:8])[CH:5]=[CH:4][C:3]=2[S:9][CH2:10][CH2:11][C:12](=[O:13])[N:14]2[CH2:15][CH2:16][CH2:17][CH2:18]2)(=[O:27])=[O:28])=[CH:22][C:21]=1[C:30]([F:33])([F:31])[F:32], predict the reactants needed to synthesize it. The reactants are: [NH2:1][C:2]1[CH:7]=[C:6]([Cl:8])[CH:5]=[CH:4][C:3]=1[S:9][CH2:10][CH2:11][C:12]([N:14]1[CH2:18][CH2:17][CH2:16][CH2:15]1)=[O:13].[Cl:19][C:20]1[CH:25]=[CH:24][C:23]([S:26](Cl)(=[O:28])=[O:27])=[CH:22][C:21]=1[C:30]([F:33])([F:32])[F:31].